This data is from Full USPTO retrosynthesis dataset with 1.9M reactions from patents (1976-2016). The task is: Predict the reactants needed to synthesize the given product. (1) Given the product [CH:1](=[N:13][CH2:9][CH2:10][CH2:11][CH3:12])[C:2]1[CH:7]=[CH:6][CH:5]=[CH:4][CH:3]=1, predict the reactants needed to synthesize it. The reactants are: [CH:1](=O)[C:2]1[CH:7]=[CH:6][CH:5]=[CH:4][CH:3]=1.[CH2:9]([NH2:13])[CH2:10][CH2:11][CH3:12]. (2) Given the product [Br:7][C:8]1[CH:16]=[C:15]([CH3:17])[CH:14]=[CH:13][C:9]=1[C:10](=[O:12])[CH:22]=[N+:23]=[N-:24], predict the reactants needed to synthesize it. The reactants are: C(Cl)(=O)C(Cl)=O.[Br:7][C:8]1[CH:16]=[C:15]([CH3:17])[CH:14]=[CH:13][C:9]=1[C:10]([OH:12])=O.[Si]([CH:22]=[N+:23]=[N-:24])(C)(C)C.C([O-])(O)=O.[Na+].